Task: Predict the reactants needed to synthesize the given product.. Dataset: Full USPTO retrosynthesis dataset with 1.9M reactions from patents (1976-2016) (1) Given the product [CH3:21][O:20][C:15]1[CH:16]=[CH:17][CH:18]=[CH:19][C:14]=1[CH2:13][NH:12][C:9]1[CH:10]=[CH:11][C:6]([CH2:5][C:4]([OH:22])=[O:3])=[CH:7][CH:8]=1, predict the reactants needed to synthesize it. The reactants are: C([O:3][C:4](=[O:22])[CH2:5][C:6]1[CH:11]=[CH:10][C:9]([NH:12][CH2:13][C:14]2[CH:19]=[CH:18][CH:17]=[CH:16][C:15]=2[O:20][CH3:21])=[CH:8][CH:7]=1)C.[OH-].[Li+].Cl. (2) Given the product [NH2:5][C:4]1[C:3]2[C:6]([O:10][C@@H:11]3[CH2:15][CH2:14][CH2:13][C@H:12]3[CH3:16])=[CH:7][CH:8]=[CH:9][C:2]=2[NH:1][S:17](=[O:20])(=[O:19])[N:18]=1, predict the reactants needed to synthesize it. The reactants are: [NH2:1][C:2]1[CH:9]=[CH:8][CH:7]=[C:6]([O:10][C@@H:11]2[CH2:15][CH2:14][CH2:13][C@H:12]2[CH3:16])[C:3]=1[C:4]#[N:5].[S:17](Cl)(=[O:20])(=[O:19])[NH2:18].C(O)C.[OH-].[Na+]. (3) The reactants are: [CH2:1]([O:3][C:4]([C:6]1[C:7]([O:24][C:25](=[O:27])[CH3:26])=[C:8]2[CH:16]=[CH:15][N:14]([CH2:17][C:18]3[CH:23]=[CH:22][CH:21]=[CH:20][CH:19]=3)[C:9]2=[C:10]([C:12]#[N:13])[N:11]=1)=[O:5])[CH3:2].C1C(=O)N([Br:35])C(=O)C1. Given the product [CH2:1]([O:3][C:4]([C:6]1[C:7]([O:24][C:25](=[O:27])[CH3:26])=[C:8]2[C:16]([Br:35])=[CH:15][N:14]([CH2:17][C:18]3[CH:23]=[CH:22][CH:21]=[CH:20][CH:19]=3)[C:9]2=[C:10]([C:12]#[N:13])[N:11]=1)=[O:5])[CH3:2], predict the reactants needed to synthesize it. (4) Given the product [CH3:15][O:16][C:17]1[CH:18]=[C:19]([CH2:25][C:26]([NH:14][CH2:13][CH2:12][CH2:11][C:5]2[CH:6]=[CH:7][C:8]([O:9][CH3:10])=[C:3]([O:2][CH3:1])[CH:4]=2)=[O:27])[CH:20]=[CH:21][C:22]=1[O:23][CH3:24], predict the reactants needed to synthesize it. The reactants are: [CH3:1][O:2][C:3]1[CH:4]=[C:5]([CH2:11][CH2:12][CH2:13][NH2:14])[CH:6]=[CH:7][C:8]=1[O:9][CH3:10].[CH3:15][O:16][C:17]1[CH:18]=[C:19]([CH2:25][C:26](Cl)=[O:27])[CH:20]=[CH:21][C:22]=1[O:23][CH3:24].C([O-])(O)=O.[Na+].